Dataset: Peptide-MHC class I binding affinity with 185,985 pairs from IEDB/IMGT. Task: Regression. Given a peptide amino acid sequence and an MHC pseudo amino acid sequence, predict their binding affinity value. This is MHC class I binding data. The peptide sequence is CLAVHECFVK. The MHC is HLA-A11:01 with pseudo-sequence HLA-A11:01. The binding affinity (normalized) is 0.247.